Task: Predict the product of the given reaction.. Dataset: Forward reaction prediction with 1.9M reactions from USPTO patents (1976-2016) (1) Given the reactants ClC1C=C(C=CC=1)C(OO)=O.[CH2:12]([N:19]1[C:31]2[C:30]3[CH:29]=[CH:28][C:27]([Br:32])=[CH:26][C:25]=3[N:24]=[CH:23][C:22]=2[N:21]=[C:20]1[NH2:33])[C:13]1[CH:18]=[CH:17][CH:16]=[CH:15][CH:14]=1.C1(C)C=CC(S(Cl)(=O)=O)=CC=1.[OH-].[NH4+:46], predict the reaction product. The product is: [CH2:12]([N:19]1[C:31]2[C:30]3[CH:29]=[CH:28][C:27]([Br:32])=[CH:26][C:25]=3[N:24]=[C:23]([NH2:46])[C:22]=2[N:21]=[C:20]1[NH2:33])[C:13]1[CH:18]=[CH:17][CH:16]=[CH:15][CH:14]=1. (2) Given the reactants C([O:3][C:4](=[O:20])[C@@H:5]([O:18][CH3:19])[CH2:6][C:7]1[CH:12]=[CH:11][C:10]([O:13][CH2:14][CH2:15][CH2:16]Br)=[CH:9][CH:8]=1)C.[F:21][C:22]([F:38])([F:37])[O:23][C:24]1[CH:29]=[CH:28][C:27]([C:30]2[CH:35]=[CH:34][C:33]([OH:36])=[CH:32][CH:31]=2)=[CH:26][CH:25]=1.[OH-].[Na+], predict the reaction product. The product is: [CH3:19][O:18][C@@H:5]([CH2:6][C:7]1[CH:8]=[CH:9][C:10]([O:13][CH2:14][CH2:15][CH2:16][O:36][C:33]2[CH:34]=[CH:35][C:30]([C:27]3[CH:28]=[CH:29][C:24]([O:23][C:22]([F:21])([F:37])[F:38])=[CH:25][CH:26]=3)=[CH:31][CH:32]=2)=[CH:11][CH:12]=1)[C:4]([OH:3])=[O:20].